From a dataset of Reaction yield outcomes from USPTO patents with 853,638 reactions. Predict the reaction yield, written as a fraction of the theoretical maximum amount of product (1.0 means a 100% yield; for example, 0.34 means a 34% yield). (1) The reactants are C(OC([N:6]1[CH2:11][CH2:10][CH:9]([N:12]2[C:16]3[C:17]([CH3:21])=[CH:18][CH:19]=[CH:20][C:15]=3[NH:14][C:13]2=[O:22])[CH2:8][CH2:7]1)=O)C.C(O)C.[BrH:26]. No catalyst specified. The product is [BrH:26].[CH3:21][C:17]1[C:16]2[N:12]([CH:9]3[CH2:10][CH2:11][NH:6][CH2:7][CH2:8]3)[C:13](=[O:22])[NH:14][C:15]=2[CH:20]=[CH:19][CH:18]=1. The yield is 0.440. (2) The reactants are [CH2:1]([C:3]1[CH:4]=[C:5]2[C:9](=[CH:10][CH:11]=1)[NH:8][CH2:7][CH2:6]2)[CH3:2].[N+:12]([O-])([O-:14])=[O:13].[K+].[OH-].[Na+]. The catalyst is OS(O)(=O)=O. The product is [CH2:1]([C:3]1[CH:4]=[C:5]2[C:9](=[CH:10][C:11]=1[N+:12]([O-:14])=[O:13])[NH:8][CH2:7][CH2:6]2)[CH3:2]. The yield is 0.580. (3) The reactants are [O:1]1[CH2:3][CH:2]1[CH2:4][O:5][C:6]1[CH:7]=[N:8][CH:9]=[CH:10][CH:11]=1.CO.[NH4+:14]. No catalyst specified. The product is [NH2:14][CH2:3][C@H:2]([OH:1])[CH2:4][O:5][C:6]1[CH:7]=[N:8][CH:9]=[CH:10][CH:11]=1. The yield is 0.995. (4) The reactants are F[C:2]1[CH:7]=[C:6]([O:8][CH3:9])[CH:5]=[CH:4][C:3]=1[O:10][CH3:11].C([Li])CCC.[C:17]1([CH3:27])[CH:22]=[C:21]([CH3:23])[CH:20]=[C:19]([CH3:24])[C:18]=1[Mg]Br.[I:28]I. The catalyst is ClCCl. The product is [I:28][C:7]1[C:6]([O:8][CH3:9])=[CH:5][CH:4]=[C:3]([O:10][CH3:11])[C:2]=1[C:18]1[C:19]([CH3:24])=[CH:20][C:21]([CH3:23])=[CH:22][C:17]=1[CH3:27]. The yield is 0.450. (5) The reactants are Br[C:2]1[C:3]([CH3:19])=[N:4][N:5]([CH3:18])[C:6]=1[C:7]1[CH:17]=[CH:16][C:10]2[O:11][CH2:12][C:13](=[O:15])[NH:14][C:9]=2[CH:8]=1.[F:20][C:21]([F:32])([F:31])[C:22]1[CH:27]=[CH:26][C:25](B(O)O)=[CH:24][CH:23]=1. No catalyst specified. The product is [CH3:18][N:5]1[C:6]([C:7]2[CH:17]=[CH:16][C:10]3[O:11][CH2:12][C:13](=[O:15])[NH:14][C:9]=3[CH:8]=2)=[C:2]([C:25]2[CH:26]=[CH:27][C:22]([C:21]([F:32])([F:31])[F:20])=[CH:23][CH:24]=2)[C:3]([CH3:19])=[N:4]1. The yield is 0.450. (6) The reactants are [F:1][C:2]1[CH:3]=[CH:4][C:5]2[C:14]([CH:15]=1)=[C:13]1[C:8]([CH:9]=[CH:10][CH:11]=[CH:12]1)=[N:7][C:6]=2[NH2:16].[C:17](Cl)(=O)[CH3:18].C(=O)(O)[O-].[Na+]. The catalyst is O.C(O)(C)C. The product is [F:1][C:2]1[CH:3]=[CH:4][C:5]2[C:6]3[N:7]([CH:17]=[CH:18][N:16]=3)[C:8]3[CH:9]=[CH:10][CH:11]=[CH:12][C:13]=3[C:14]=2[CH:15]=1. The yield is 0.520.